This data is from HIV replication inhibition screening data with 41,000+ compounds from the AIDS Antiviral Screen. The task is: Binary Classification. Given a drug SMILES string, predict its activity (active/inactive) in a high-throughput screening assay against a specified biological target. (1) The result is 0 (inactive). The drug is O=C1C2C3C=C4c5ccccc5N(c5ccccc5)C4(C2C(=O)N1c1ccc(Cl)cc1)C1C(=O)N(c2ccc(Cl)cc2)C(=O)C31. (2) The molecule is CC[P+](c1ccccc1)(N(C)C)N(C)C.[I-]. The result is 0 (inactive). (3) The result is 0 (inactive). The molecule is O=C1C(c2ccccc2Cl)C2CC=CC2N1O. (4) The compound is CN(C)P(CCP(C)C)N(C)C. The result is 0 (inactive). (5) The molecule is CN(C)CC1C2C=CC(C2)C1COCC1C2C=CC(C2)C1CN(C)C.O=[N+]([O-])c1cc([N+](=O)[O-])c(O)c([N+](=O)[O-])c1. The result is 0 (inactive). (6) The molecule is CC1(C)CC(=O)C2=C(C1)C(c1ccccc1Cl)C1C(=O)CC(C)(C)CC1(O)O2. The result is 0 (inactive). (7) The molecule is COc1ccc2c(c1OC)C(=O)NC2=Cc1c(CCN(C)C)cc2c(c1OC)OCO2. The result is 0 (inactive). (8) The drug is CCCCCCCCCCCCn1nc(C)c(C(=S)SCCCCCCCC)c1O. The result is 0 (inactive).